Dataset: Reaction yield outcomes from USPTO patents with 853,638 reactions. Task: Predict the reaction yield, written as a fraction of the theoretical maximum amount of product (1.0 means a 100% yield; for example, 0.34 means a 34% yield). (1) The reactants are [H-].[Na+].P(=O)([O-])O[C:5](CC)([CH2:8]C)[C:6]#[N:7].I[C:15]1[CH:20]=[CH:19][C:18]([O:21][CH3:22])=[CH:17][CH:16]=1.O. The catalyst is C1COCC1.CCOC(C)=O. The product is [O:21]1[C:18]2[CH:17]=[CH:16][CH:15]=[CH:20][C:19]=2[CH:8]([CH2:5][CH2:6][NH2:7])[CH2:22]1. The yield is 0.690. (2) The yield is 1.00. The reactants are C1COCC1.[C:6](#[N:8])[CH3:7].C([Li])CCC.[CH3:14][C:15]1[CH:16]=[C:17]([CH:22]=[CH:23][N:24]=1)[C:18]([O:20]C)=O. The product is [CH3:14][C:15]1[CH:16]=[C:17]([C:18](=[O:20])[CH2:7][C:6]#[N:8])[CH:22]=[CH:23][N:24]=1. The catalyst is CC(O)=O.